The task is: Regression. Given two drug SMILES strings and cell line genomic features, predict the synergy score measuring deviation from expected non-interaction effect.. This data is from NCI-60 drug combinations with 297,098 pairs across 59 cell lines. Drug 1: CNC(=O)C1=CC=CC=C1SC2=CC3=C(C=C2)C(=NN3)C=CC4=CC=CC=N4. Drug 2: CCC(=C(C1=CC=CC=C1)C2=CC=C(C=C2)OCCN(C)C)C3=CC=CC=C3.C(C(=O)O)C(CC(=O)O)(C(=O)O)O. Cell line: HCT116. Synergy scores: CSS=11.0, Synergy_ZIP=-3.33, Synergy_Bliss=1.45, Synergy_Loewe=-0.909, Synergy_HSA=0.569.